From a dataset of Catalyst prediction with 721,799 reactions and 888 catalyst types from USPTO. Predict which catalyst facilitates the given reaction. (1) Reactant: C[O:2][C:3]([C:5]1[CH:10]=[CH:9][N:8]2[C:11]([C:14]3[CH:19]=[CH:18][CH:17]=[C:16]([C:20]4[CH:21]=[N:22][CH:23]=[CH:24][CH:25]=4)[CH:15]=3)=[CH:12][N:13]=[C:7]2[CH:6]=1)=O.[H-].[Al+3].[Li+].[H-].[H-].[H-].O.O.O.O.O.O.O.O.O.O.S([O-])([O-])(=O)=O.[Na+].[Na+]. Product: [NH3:8].[N:22]1[CH:23]=[CH:24][CH:25]=[C:20]([C:16]2[CH:15]=[C:14]([C:11]3[N:8]4[CH:9]=[CH:10][C:5]([CH2:3][OH:2])=[CH:6][C:7]4=[N:13][CH:12]=3)[CH:19]=[CH:18][CH:17]=2)[CH:21]=1. The catalyst class is: 83. (2) Reactant: [O:1]1[C:5]2[CH:6]=[CH:7][C:8]([NH:10][C:11]3[C:19]4[C:18]5[CH2:20][NH:21][CH2:22][CH2:23][C:17]=5[NH:16][C:15]=4[N:14]=[CH:13][CH:12]=3)=[CH:9][C:4]=2[O:3][CH2:2]1.[C:24](OC(=O)C)(=[O:26])[CH3:25].C(N(CC)CC)C. Product: [O:1]1[C:5]2[CH:6]=[CH:7][C:8]([NH:10][C:11]3[C:19]4[C:18]5[CH2:20][N:21]([C:24](=[O:26])[CH3:25])[CH2:22][CH2:23][C:17]=5[NH:16][C:15]=4[N:14]=[CH:13][CH:12]=3)=[CH:9][C:4]=2[O:3][CH2:2]1. The catalyst class is: 26. (3) Reactant: [O:1]=[O+][O-].C([C:6](=P(C1C=CC=CC=1)(C1C=CC=CC=1)C1C=CC=CC=1)[C:7]([C@@H:9]([NH:14][C:15](=[O:28])[O:16][C:17]1([CH2:21][C:22]2[CH:27]=[CH:26][CH:25]=[CH:24][CH:23]=2)[CH2:20][CH2:19][CH2:18]1)[CH2:10][CH2:11][CH2:12][CH3:13])=[O:8])#N.[CH3:48][C@H:49]([NH2:56])[C:50]1[CH:55]=[CH:54][CH:53]=[CH:52][CH:51]=1. Product: [O:1]=[C:6]([NH:56][C@@H:49]([C:50]1[CH:55]=[CH:54][CH:53]=[CH:52][CH:51]=1)[CH3:48])[C:7]([C@@H:9]([NH:14][C:15](=[O:28])[O:16][C:17]1([CH2:21][C:22]2[CH:23]=[CH:24][CH:25]=[CH:26][CH:27]=2)[CH2:18][CH2:19][CH2:20]1)[CH2:10][CH2:11][CH2:12][CH3:13])=[O:8]. The catalyst class is: 4. (4) Product: [NH2:7][CH2:8][C:9]#[C:10][CH2:11][N:12]1[CH:16]=[CH:15][C:14]([NH:17][C:18](=[O:37])[C@@H:19]([C:26]2[CH:31]=[CH:30][C:29]([S:32]([CH3:35])(=[O:33])=[O:34])=[C:28]([Cl:36])[CH:27]=2)[CH2:20][CH:21]2[CH2:22][CH2:23][CH2:24][CH2:25]2)=[N:13]1. Reactant: C(OC(=O)[NH:7][CH2:8][C:9]#[C:10][CH2:11][N:12]1[CH:16]=[CH:15][C:14]([NH:17][C:18](=[O:37])[C@@H:19]([C:26]2[CH:31]=[CH:30][C:29]([S:32]([CH3:35])(=[O:34])=[O:33])=[C:28]([Cl:36])[CH:27]=2)[CH2:20][CH:21]2[CH2:25][CH2:24][CH2:23][CH2:22]2)=[N:13]1)(C)(C)C.FC(F)(F)C(O)=O. The catalyst class is: 124. (5) Reactant: CC[O-].[Na+].[Na].[C:6]([NH:9][NH2:10])([NH2:8])=[NH:7].Cl.[Na+].[Cl-].O=[C:15]([CH3:22])[CH2:16][C:17](OCC)=[O:18]. Product: [NH2:7][C:6]1[N:9]([NH2:10])[C:17](=[O:18])[CH:16]=[C:15]([CH3:22])[N:8]=1. The catalyst class is: 8.